This data is from Full USPTO retrosynthesis dataset with 1.9M reactions from patents (1976-2016). The task is: Predict the reactants needed to synthesize the given product. (1) Given the product [CH3:10][C:4]([CH3:11])([CH2:5][CH2:6][C:7]1[O:9][N:37]=[C:27]([C:28]2[CH:29]=[CH:30][C:31]([N+:34]([O-:36])=[O:35])=[CH:32][CH:33]=2)[N:26]=1)[C:3]([O:2][CH3:1])=[O:12], predict the reactants needed to synthesize it. The reactants are: [CH3:1][O:2][C:3](=[O:12])[C:4]([CH3:11])([CH3:10])[CH2:5][CH2:6][C:7]([OH:9])=O.C1N=CN(C(N2C=NC=C2)=O)C=1.O[N:26]=[C:27]([NH2:37])[C:28]1[CH:33]=[CH:32][C:31]([N+:34]([O-:36])=[O:35])=[CH:30][CH:29]=1. (2) Given the product [CH3:14][C:15]1[C:22]([CH3:23])=[C:21]([O:24][CH2:25][CH2:26][CH3:27])[CH:20]=[CH:19][C:16]=1[CH:17]=[C:10]1[C:11](=[O:12])[N:7]([C:1]2[CH:2]=[CH:3][CH:4]=[CH:5][CH:6]=2)[NH:8][C:9]1=[O:13], predict the reactants needed to synthesize it. The reactants are: [C:1]1([N:7]2[C:11](=[O:12])[CH2:10][C:9](=[O:13])[NH:8]2)[CH:6]=[CH:5][CH:4]=[CH:3][CH:2]=1.[CH3:14][C:15]1[C:22]([CH3:23])=[C:21]([O:24][CH2:25][CH2:26][CH3:27])[CH:20]=[CH:19][C:16]=1[CH:17]=O. (3) Given the product [F:33][C:6]1[CH:5]=[N:4][CH:3]=[C:2]([F:1])[C:7]=1[CH:8]([C:10]1[CH:15]=[CH:14][C:13]([F:16])=[C:12]([C:17]2[C:26]3[C:21](=[CH:22][C:23]([N:27]4[CH2:28][CH2:29][O:30][CH2:31][CH2:32]4)=[CH:24][CH:25]=3)[N:20]=[CH:19][N:18]=2)[CH:11]=1)[OH:9].[Cl:34][C:35]1[C:40]([F:41])=[CH:39][N:38]=[CH:37][C:36]=1[CH:42]([C:44]1[CH:49]=[CH:48][C:47]([F:50])=[C:46]([C:51]2[C:60]3[C:55](=[CH:56][C:57]([N:61]4[CH2:66][CH2:65][O:64][CH2:63][CH2:62]4)=[CH:58][CH:59]=3)[N:54]=[CH:53][N:52]=2)[CH:45]=1)[OH:43], predict the reactants needed to synthesize it. The reactants are: [F:1][C:2]1[CH:3]=[N:4][CH:5]=[C:6]([F:33])[C:7]=1[C:8]([C:10]1[CH:15]=[CH:14][C:13]([F:16])=[C:12]([C:17]2[C:26]3[C:21](=[CH:22][C:23]([N:27]4[CH2:32][CH2:31][O:30][CH2:29][CH2:28]4)=[CH:24][CH:25]=3)[N:20]=[CH:19][N:18]=2)[CH:11]=1)=[O:9].[Cl:34][C:35]1[C:40]([F:41])=[CH:39][N:38]=[CH:37][C:36]=1[C:42]([C:44]1[CH:49]=[CH:48][C:47]([F:50])=[C:46]([C:51]2[C:60]3[C:55](=[CH:56][C:57]([N:61]4[CH2:66][CH2:65][O:64][CH2:63][CH2:62]4)=[CH:58][CH:59]=3)[N:54]=[CH:53][N:52]=2)[CH:45]=1)=[O:43].[BH4-].[Na+]. (4) Given the product [CH3:16][O:15][C:13](=[O:14])[C:12]1[CH:17]=[CH:18][C:9]([N:5]2[CH2:6][CH2:7][CH:2]([OH:1])[CH2:3][CH2:4]2)=[C:10]([CH3:19])[CH:11]=1, predict the reactants needed to synthesize it. The reactants are: [OH:1][CH:2]1[CH2:7][CH2:6][NH:5][CH2:4][CH2:3]1.Br[C:9]1[CH:18]=[CH:17][C:12]([C:13]([O:15][CH3:16])=[O:14])=[CH:11][C:10]=1[CH3:19].C1C=CC(P(C2C=CC3C(=CC=CC=3)C=2C2C3C(=CC=CC=3)C=CC=2P(C2C=CC=CC=2)C2C=CC=CC=2)C2C=CC=CC=2)=CC=1.C(=O)([O-])[O-].[Cs+].[Cs+]. (5) Given the product [N:1]([CH2:4][C@@H:5]1[C@@H:9]([N:22]2[C:18](=[O:28])[C:19]3[C:20](=[CH:24][CH:25]=[CH:26][CH:27]=3)[C:21]2=[O:23])[CH2:8][CH2:7][N:6]1[C:11]([O:13][C:14]([CH3:17])([CH3:16])[CH3:15])=[O:12])=[N+:2]=[N-:3], predict the reactants needed to synthesize it. The reactants are: [N:1]([CH2:4][C@@H:5]1[C@H:9](O)[CH2:8][CH2:7][N:6]1[C:11]([O:13][C:14]([CH3:17])([CH3:16])[CH3:15])=[O:12])=[N+:2]=[N-:3].[C:18]1(=[O:28])[NH:22][C:21](=[O:23])[C:20]2=[CH:24][CH:25]=[CH:26][CH:27]=[C:19]12.C1(P(C2C=CC=CC=2)C2C=CC=CC=2)C=CC=CC=1.N(C(OCC)=O)=NC(OCC)=O. (6) Given the product [NH:1]1[CH:5]=[CH:4][N:3]=[C:2]1[CH2:6][N:7]1[C:12](=[O:13])[CH2:11][O:10][C:9]2[N:14]=[C:15]([C:24]3[CH:25]=[CH:26][C:27]([C:30]4([NH2:34])[CH2:33][CH2:32][CH2:31]4)=[CH:28][CH:29]=3)[C:16]([C:18]3[CH:19]=[CH:20][CH:21]=[CH:22][CH:23]=3)=[CH:17][C:8]1=2, predict the reactants needed to synthesize it. The reactants are: [NH:1]1[CH:5]=[CH:4][N:3]=[C:2]1[CH2:6][N:7]1[C:12](=[O:13])[CH2:11][O:10][C:9]2[N:14]=[C:15]([C:24]3[CH:29]=[CH:28][C:27]([C:30]4([NH:34]C(=O)OC(C)(C)C)[CH2:33][CH2:32][CH2:31]4)=[CH:26][CH:25]=3)[C:16]([C:18]3[CH:23]=[CH:22][CH:21]=[CH:20][CH:19]=3)=[CH:17][C:8]1=2.